This data is from Full USPTO retrosynthesis dataset with 1.9M reactions from patents (1976-2016). The task is: Predict the reactants needed to synthesize the given product. (1) Given the product [CH2:11]([S:8]([C:5]1[CH:6]=[CH:7][C:2]([C:24]2[CH:23]=[CH:22][C:21]([CH2:20][CH2:19][N:15]3[CH2:16][CH2:17][CH2:18][C@H:14]3[CH3:13])=[CH:26][CH:25]=2)=[CH:3][CH:4]=1)(=[O:10])=[O:9])[CH3:12], predict the reactants needed to synthesize it. The reactants are: Br[C:2]1[CH:7]=[CH:6][C:5]([S:8]([CH2:11][CH3:12])(=[O:10])=[O:9])=[CH:4][CH:3]=1.[CH3:13][C@@H:14]1[CH2:18][CH2:17][CH2:16][N:15]1[CH2:19][CH2:20][C:21]1[CH:26]=[CH:25][C:24](B(O)O)=[CH:23][CH:22]=1. (2) Given the product [F:14][C:12]1[CH:11]=[CH:10][C:9]([NH:15][C:16]2[C:17]3[C:24]([CH3:25])=[C:23]([C:26]([O:28][CH3:29])=[O:27])[S:22][C:18]=3[N:19]=[CH:20][N:21]=2)=[C:8]([O:7][CH:5]([CH2:4][CH2:3][NH:2][S:38]([CH3:37])(=[O:40])=[O:39])[CH3:6])[CH:13]=1, predict the reactants needed to synthesize it. The reactants are: Cl.[NH2:2][CH2:3][CH2:4][CH:5]([O:7][C:8]1[CH:13]=[C:12]([F:14])[CH:11]=[CH:10][C:9]=1[NH:15][C:16]1[C:17]2[C:24]([CH3:25])=[C:23]([C:26]([O:28][CH3:29])=[O:27])[S:22][C:18]=2[N:19]=[CH:20][N:21]=1)[CH3:6].C(N(CC)CC)C.[CH3:37][S:38](Cl)(=[O:40])=[O:39].CO. (3) Given the product [C:4]1([C:1]([OH:3])([CH2:14][CH:13]=[CH2:12])[CH3:2])[CH:9]=[CH:8][CH:7]=[CH:6][CH:5]=1, predict the reactants needed to synthesize it. The reactants are: [C:1]([C:4]1[CH:9]=[CH:8][CH:7]=[CH:6][CH:5]=1)(=[O:3])[CH3:2].B([O-])O[CH2:12][CH:13]=[CH2:14].